Dataset: Forward reaction prediction with 1.9M reactions from USPTO patents (1976-2016). Task: Predict the product of the given reaction. (1) Given the reactants [N+:1]([C:4]1[CH:5]=[CH:6][C:7]([CH3:11])=[C:8]([OH:10])[CH:9]=1)([O-])=O.C(=O)([O-])[O-].[K+].[K+].[CH2:18](Br)[C:19]1[CH:24]=[CH:23][CH:22]=[CH:21][CH:20]=1, predict the reaction product. The product is: [CH2:18]([O:10][C:8]1[CH:9]=[C:4]([CH:5]=[CH:6][C:7]=1[CH3:11])[NH2:1])[C:19]1[CH:24]=[CH:23][CH:22]=[CH:21][CH:20]=1. (2) Given the reactants [Na].CO.[C:4]1([CH2:10][SH:11])[CH:9]=[CH:8][CH:7]=[CH:6][CH:5]=1.[NH2:12][C:13]1[CH:14]=[C:15]([C:18](I)=[CH:19][N:20]=1)[C:16]#[N:17], predict the reaction product. The product is: [NH2:12][C:13]1[CH:14]=[C:15]([C:18]([S:11][CH2:10][C:4]2[CH:9]=[CH:8][CH:7]=[CH:6][CH:5]=2)=[CH:19][N:20]=1)[C:16]#[N:17]. (3) Given the reactants [CH2:1]([C:8]1[CH:9]=[N:10][C:11]2[C:16]([C:17]=1[C:18]1[CH:19]=[C:20]([OH:24])[CH:21]=[CH:22][CH:23]=1)=[CH:15][CH:14]=[CH:13][C:12]=2[C:25]([F:28])([F:27])[F:26])[C:2]1[CH:7]=[CH:6][CH:5]=[CH:4][CH:3]=1.[CH2:29]([O:32][C:33](=[O:43])[CH2:34][C:35]1[CH:40]=[CH:39][C:38]([CH2:41]Br)=[CH:37][CH:36]=1)[CH2:30]C, predict the reaction product. The product is: [CH2:29]([O:32][C:33](=[O:43])[CH2:34][C:35]1[CH:36]=[CH:37][C:38]([CH2:41][O:24][C:20]2[CH:21]=[CH:22][CH:23]=[C:18]([C:17]3[C:16]4[C:11](=[C:12]([C:25]([F:28])([F:26])[F:27])[CH:13]=[CH:14][CH:15]=4)[N:10]=[CH:9][C:8]=3[CH2:1][C:2]3[CH:3]=[CH:4][CH:5]=[CH:6][CH:7]=3)[CH:19]=2)=[CH:39][CH:40]=1)[CH3:30]. (4) Given the reactants [F:1][C:2]([F:15])([CH3:14])[CH2:3][O:4][C:5]1[CH:10]=[CH:9][C:8]([CH2:11]O)=[CH:7][C:6]=1[CH3:13].[C:16]1(=[O:26])[NH:20][C:19](=[O:21])[C:18]2=[CH:22][CH:23]=[CH:24][CH:25]=[C:17]12, predict the reaction product. The product is: [F:1][C:2]([F:15])([CH3:14])[CH2:3][O:4][C:5]1[CH:10]=[CH:9][C:8]([CH2:11][N:20]2[C:16](=[O:26])[C:17]3[C:18](=[CH:22][CH:23]=[CH:24][CH:25]=3)[C:19]2=[O:21])=[CH:7][C:6]=1[CH3:13]. (5) The product is: [C:1]1([CH:7]([CH:37]2[CH2:41][CH2:40][CH2:39][CH2:38]2)[CH2:8][N:9]([CH2:22][CH2:23][CH2:24][O:25][C:26]2[CH2:27][C:28](=[CH:32][C:33]([OH:35])=[O:34])[CH:29]=[CH:30][CH:31]=2)[CH2:10][C:11]2[CH:16]=[CH:15][CH:14]=[C:13]([C:17]([F:18])([F:20])[F:19])[C:12]=2[Cl:21])[CH:6]=[CH:5][CH:4]=[CH:3][CH:2]=1. Given the reactants [C:1]1([CH:7]([CH:37]2[CH2:41][CH2:40][CH2:39][CH2:38]2)[CH2:8][N:9]([CH2:22][CH2:23][CH2:24][O:25][C:26]2[CH2:27][C:28](=[CH:32][C:33]([O:35]C)=[O:34])[CH:29]=[CH:30][CH:31]=2)[CH2:10][C:11]2[CH:16]=[CH:15][CH:14]=[C:13]([C:17]([F:20])([F:19])[F:18])[C:12]=2[Cl:21])[CH:6]=[CH:5][CH:4]=[CH:3][CH:2]=1.[OH-].[Na+], predict the reaction product. (6) Given the reactants [Si:1]([O:8][CH:9]1[CH2:13][CH2:12][C:11]([CH2:14][PH:15](=[O:20])[O:16][CH:17]([CH3:19])[CH3:18])=[CH:10]1)([C:4]([CH3:7])([CH3:6])[CH3:5])([CH3:3])[CH3:2], predict the reaction product. The product is: [Si:1]([O:8][C@@H:9]1[CH2:13][CH2:12][C@H:11]([CH2:14][PH:15](=[O:20])[O:16][CH:17]([CH3:18])[CH3:19])[CH2:10]1)([C:4]([CH3:7])([CH3:6])[CH3:5])([CH3:3])[CH3:2]. (7) The product is: [CH3:1][O:2][CH2:3][C@H:4]([CH3:32])[O:5][C:6]1[CH:7]=[C:8]([CH:19]=[C:20]([C:22]2[NH:23][C:24]([C:27]3[S:28][CH:29]=[CH:30][N:31]=3)=[CH:25][CH:26]=2)[CH:21]=1)[O:9][C:10]1[CH:17]=[CH:16][C:13]([CH2:14][OH:15])=[CH:12][C:11]=1[CH3:18]. Given the reactants [CH3:1][O:2][CH2:3][C@H:4]([CH3:32])[O:5][C:6]1[CH:7]=[C:8]([CH:19]=[C:20]([C:22]2[NH:23][C:24]([C:27]3[S:28][CH:29]=[CH:30][N:31]=3)=[CH:25][CH:26]=2)[CH:21]=1)[O:9][C:10]1[CH:17]=[CH:16][C:13]([CH:14]=[O:15])=[CH:12][C:11]=1[CH3:18].[BH4-].[Na+].[Cl-].[NH4+], predict the reaction product.